This data is from Full USPTO retrosynthesis dataset with 1.9M reactions from patents (1976-2016). The task is: Predict the reactants needed to synthesize the given product. (1) Given the product [NH2:1][C:4]1[N:13]=[CH:12][C:11]2[C:6](=[CH:7][CH:8]=[C:9]([O:14][C:15]3[CH:20]=[CH:19][N:18]=[C:17]([C:21]([NH:23][CH3:24])=[O:22])[CH:16]=3)[CH:10]=2)[N:5]=1, predict the reactants needed to synthesize it. The reactants are: [N:1]([C:4]1[N:13]=[CH:12][C:11]2[C:6](=[CH:7][CH:8]=[C:9]([O:14][C:15]3[CH:20]=[CH:19][N:18]=[C:17]([C:21]([NH:23][CH3:24])=[O:22])[CH:16]=3)[CH:10]=2)[N:5]=1)=[N+]=[N-].C1C=CC(P(C2C=CC=CC=2)C2C=CC=CC=2)=CC=1.Cl. (2) Given the product [CH:1]1([O:7][CH2:8][C@H:9]2[CH2:14][C@H:13]([C:15]3[O:22][NH:29][C:17](=[O:18])[CH:16]=3)[CH2:12][CH2:11][N:10]2[C:23]([O:25][CH3:26])=[O:24])[CH2:6][CH2:5][CH2:4][CH2:3][CH2:2]1, predict the reactants needed to synthesize it. The reactants are: [CH:1]1([O:7][CH2:8][C@H:9]2[CH2:14][C@H:13]([C:15](=[O:22])[CH2:16][C:17](OCC)=[O:18])[CH2:12][CH2:11][N:10]2[C:23]([O:25][CH3:26])=[O:24])[CH2:6][CH2:5][CH2:4][CH2:3][CH2:2]1.[OH-].[Na+].[NH2:29]O.Cl.